Dataset: Forward reaction prediction with 1.9M reactions from USPTO patents (1976-2016). Task: Predict the product of the given reaction. (1) Given the reactants [CH3:1][O:2][C:3]1[CH:11]=[CH:10][C:6]([C:7]([OH:9])=O)=[C:5]([N+:12]([O-:14])=[O:13])[CH:4]=1.[NH2:15][CH:16]1[CH2:21][CH2:20][CH2:19][N:18]([C:22]([O:24][C:25]([CH3:28])([CH3:27])[CH3:26])=[O:23])[CH2:17]1.CCN(C(C)C)C(C)C.CN(C(ON1N=NC2C=CC=NC1=2)=[N+](C)C)C.F[P-](F)(F)(F)(F)F, predict the reaction product. The product is: [CH3:1][O:2][C:3]1[CH:11]=[CH:10][C:6]([C:7]([NH:15][CH:16]2[CH2:21][CH2:20][CH2:19][N:18]([C:22]([O:24][C:25]([CH3:28])([CH3:27])[CH3:26])=[O:23])[CH2:17]2)=[O:9])=[C:5]([N+:12]([O-:14])=[O:13])[CH:4]=1. (2) Given the reactants [F:1][C:2]([F:30])([F:29])[C:3]1[CH:4]=[C:5]([C@H:13]2[O:17][C:16](=[O:18])[N:15]([CH2:19][C:20]3[C:25](Br)=[CH:24][CH:23]=[C:22]([Cl:27])[N:21]=3)[C@H:14]2[CH3:28])[CH:6]=[C:7]([C:9]([F:12])([F:11])[F:10])[CH:8]=1.[CH3:31][O:32][C:33]1[CH:38]=[CH:37][C:36]([CH2:39][CH2:40][C:41]([O:43][CH3:44])=[O:42])=[CH:35][C:34]=1B1OC(C)(C)C(C)(C)O1.[C:54](=O)([O-])[O-].[K+].[K+], predict the reaction product. The product is: [F:1][C:2]([F:30])([F:29])[C:3]1[CH:4]=[C:5]([C@H:13]2[O:17][C:16](=[O:18])[N:15]([CH2:19][C:20]3[C:25]([C:38]4[CH:37]=[C:36]([CH2:39][CH2:40][C:41]([O:43][CH2:44][CH3:54])=[O:42])[CH:35]=[CH:34][C:33]=4[O:32][CH3:31])=[CH:24][CH:23]=[C:22]([Cl:27])[N:21]=3)[C@H:14]2[CH3:28])[CH:6]=[C:7]([C:9]([F:12])([F:11])[F:10])[CH:8]=1. (3) Given the reactants [Br:1][C:2]1[CH:3]=[N:4][C:5]2[N:6]([N:8]=[C:9]([C:11]([OH:13])=O)[CH:10]=2)[CH:7]=1.[CH3:14][C:15]1[N:19]2[CH2:20][CH2:21][NH:22][CH:23]([CH3:24])[C:18]2=[N:17][N:16]=1, predict the reaction product. The product is: [Br:1][C:2]1[CH:3]=[N:4][C:5]2[N:6]([N:8]=[C:9]([C:11]([N:22]3[CH2:21][CH2:20][N:19]4[C:15]([CH3:14])=[N:16][N:17]=[C:18]4[CH:23]3[CH3:24])=[O:13])[CH:10]=2)[CH:7]=1. (4) Given the reactants [C:1]([C:5]1[N:6]=[C:7]([N:22]2[CH2:27][CH2:26][O:25][CH2:24][CH2:23]2)[C:8]2[N:13]=[N:12][N:11]([CH2:14][C:15]3[CH:20]=[CH:19][CH:18]=[CH:17][C:16]=3[Cl:21])[C:9]=2[N:10]=1)([CH3:4])([CH3:3])[CH3:2].C(C1N=C(Cl)C2N=NN(CC3C=CC=CC=3Cl)C=2N=1)(C)(C)C.N1CC[O:53][CH2:52]C1CO, predict the reaction product. The product is: [C:1]([C:5]1[N:6]=[C:7]([N:22]2[CH2:27][CH2:26][O:25][CH2:24][CH:23]2[CH2:52][OH:53])[C:8]2[N:13]=[N:12][N:11]([CH2:14][C:15]3[CH:20]=[CH:19][CH:18]=[CH:17][C:16]=3[Cl:21])[C:9]=2[N:10]=1)([CH3:4])([CH3:2])[CH3:3]. (5) Given the reactants [CH3:1][N:2](C)[C:3](N)=[O:4].C(OC(=O)C)(=[O:9])C.[N:14]1[CH:19]=[CH:18][CH:17]=[CH:16][CH:15]=1, predict the reaction product. The product is: [CH3:1][N:2]1[C:17]([CH3:16])=[CH:18][C:19](=[O:9])[N:14]([CH3:15])[C:3]1=[O:4]. (6) Given the reactants [Cl-].[Al+3].[Cl-].[Cl-].[CH3:5][O:6][C:7]1[CH:8]=[C:9]2[C:14](=[CH:15][CH:16]=1)[NH:13][C:12](=[O:17])[CH2:11][CH2:10]2.[CH3:18][O:19]C(Cl)Cl, predict the reaction product. The product is: [CH3:5][O:6][C:7]1[CH:8]=[C:9]2[C:14](=[CH:15][C:16]=1[CH:18]=[O:19])[NH:13][C:12](=[O:17])[CH2:11][CH2:10]2. (7) Given the reactants [F:1][C:2]([F:21])([C:6]1[CH:11]=[CH:10][CH:9]=[C:8]([O:12][CH2:13][CH2:14][N:15]2[CH2:20][CH2:19][CH2:18][CH2:17][CH2:16]2)[CH:7]=1)[C:3]([OH:5])=O.Cl.[NH2:23][CH2:24][C:25]1[CH:26]=[C:27]2[C:31](=[CH:32][CH:33]=1)[C:30](=[O:34])[N:29]([CH:35]1[CH2:40][CH2:39][C:38](=[O:41])[NH:37][C:36]1=[O:42])[CH2:28]2.C(N(CC)C(C)C)(C)C.F[P-](F)(F)(F)(F)F.CN(C(N(C)C)=[N+]1C2C(=NC=CC=2)[N+]([O-])=N1)C, predict the reaction product. The product is: [O:42]=[C:36]1[CH:35]([N:29]2[CH2:28][C:27]3[C:31](=[CH:32][CH:33]=[C:25]([CH2:24][NH:23][C:3](=[O:5])[C:2]([F:1])([F:21])[C:6]4[CH:11]=[CH:10][CH:9]=[C:8]([O:12][CH2:13][CH2:14][N:15]5[CH2:20][CH2:19][CH2:18][CH2:17][CH2:16]5)[CH:7]=4)[CH:26]=3)[C:30]2=[O:34])[CH2:40][CH2:39][C:38](=[O:41])[NH:37]1.